Dataset: Full USPTO retrosynthesis dataset with 1.9M reactions from patents (1976-2016). Task: Predict the reactants needed to synthesize the given product. Given the product [F:8][C:9]1[CH:10]=[C:11]([CH:12]=[CH:13][C:14]=1[O:15][C:16]1[CH:21]=[CH:20][N:19]=[C:18]2[CH:22]=[C:23]([C:25]3[CH2:26][CH2:27][N:28]([CH3:31])[CH2:29][CH:30]=3)[S:24][C:17]=12)[NH2:32], predict the reactants needed to synthesize it. The reactants are: C(O)(C(F)(F)F)=O.[F:8][C:9]1[CH:10]=[C:11]([NH:32]C(=O)OC(C)(C)C)[CH:12]=[CH:13][C:14]=1[O:15][C:16]1[CH:21]=[CH:20][N:19]=[C:18]2[CH:22]=[C:23]([C:25]3[CH2:26][CH2:27][N:28]([CH3:31])[CH2:29][CH:30]=3)[S:24][C:17]=12.